The task is: Predict the product of the given reaction.. This data is from Forward reaction prediction with 1.9M reactions from USPTO patents (1976-2016). (1) Given the reactants [NH:1]1[C@@H:9]2[C@H:4]([CH2:5][CH2:6][CH2:7][CH2:8]2)[CH2:3][C@H:2]1[C:10]([OH:12])=[O:11].C(N(CC)CC)C.[CH3:20][CH2:21][O:22][C:23]([CH:25]([N:34]1C(=O)O[C:36](=[O:37])[CH:35]1[CH3:41])[CH2:26][CH2:27][C:28]1[CH:33]=[CH:32][CH:31]=[CH:30][CH:29]=1)=[O:24].Cl, predict the reaction product. The product is: [CH3:20][CH2:21][O:22][C:23]([C@@H:25]([NH:34][C@H:35]([C:36]([N:1]1[C@H:2]([C:10]([OH:12])=[O:11])[CH2:3][C@@H:4]2[C@@H:9]1[CH2:8][CH2:7][CH2:6][CH2:5]2)=[O:37])[CH3:41])[CH2:26][CH2:27][C:28]1[CH:29]=[CH:30][CH:31]=[CH:32][CH:33]=1)=[O:24]. (2) Given the reactants O[CH2:2][C:3]1[N:7]([CH3:8])[C:6]2[CH:9]=[CH:10][C:11]([C:13](=[O:15])[CH3:14])=[CH:12][C:5]=2[N:4]=1.C(Br)(Br)(Br)[Br:17].C1C=CC(P(C2C=CC=CC=2)C2C=CC=CC=2)=CC=1, predict the reaction product. The product is: [Br:17][CH2:2][C:3]1[N:7]([CH3:8])[C:6]2[CH:9]=[CH:10][C:11]([C:13](=[O:15])[CH3:14])=[CH:12][C:5]=2[N:4]=1. (3) Given the reactants [ClH:1].O1[CH2:7][CH2:6][O:5][CH2:4][CH2:3]1.[CH3:8][NH:9][C:10]([C:12]1[N:13]=[C:14]([N:17]2[CH2:22][CH2:21][N:20](C(OC(C)(C)C)=O)[CH2:19][CH:18]2COC2C=NC=CC=2)[S:15][CH:16]=1)=[O:11], predict the reaction product. The product is: [ClH:1].[ClH:1].[CH3:8][NH:9][C:10]([C:12]1[N:13]=[C:14]([N:17]2[CH2:22][CH2:21][NH:20][CH2:19][CH:18]2[CH2:7][CH2:6][O:5][C:4]2[CH:3]=[N:9][CH:10]=[CH:12][CH:16]=2)[S:15][CH:16]=1)=[O:11]. (4) Given the reactants [F:1][C:2]1[CH:10]=[CH:9][C:5]([C:6]([OH:8])=[O:7])=[C:4]([C:11]([F:14])([F:13])[F:12])[CH:3]=1.C(OCC)(=O)C.S(Cl)(Cl)=O.F[C:26]1[CH:34]=CC(C(Cl)=O)=C(C(F)(F)F)[CH:27]=1, predict the reaction product. The product is: [F:1][C:2]1[CH:10]=[CH:9][C:5]([C:6]([O:8][CH:26]([CH3:34])[CH3:27])=[O:7])=[C:4]([C:11]([F:12])([F:13])[F:14])[CH:3]=1. (5) Given the reactants [Br:1][C:2]1[CH:7]=[CH:6][C:5]([S:8](Cl)(=[O:10])=[O:9])=[C:4]([CH3:12])[CH:3]=1.[CH3:13][C:14]([NH2:17])([CH3:16])[CH3:15].C(N(CC)CC)C, predict the reaction product. The product is: [Br:1][C:2]1[CH:7]=[CH:6][C:5]([S:8]([NH:17][C:14]([CH3:16])([CH3:15])[CH3:13])(=[O:10])=[O:9])=[C:4]([CH3:12])[CH:3]=1.